Dataset: Forward reaction prediction with 1.9M reactions from USPTO patents (1976-2016). Task: Predict the product of the given reaction. (1) Given the reactants [CH3:1][O:2][C:3]([NH:5][CH2:6][CH2:7][CH2:8][CH2:9][C:10]([OH:12])=[O:11])=[O:4].[F:13][C:14]1[CH:15]=[C:16]([N:33]2[CH2:37][C@H:36]([CH2:38][N:39]3[CH:43]=[CH:42][N:41]=[N:40]3)[O:35][C:34]2=[O:44])[CH:17]=[CH:18][C:19]=1[C:20]1[CH:21]=[N:22][C:23]([C:26]2[CH2:30][C@@H:29]([CH2:31]O)[O:28][N:27]=2)=[CH:24][CH:25]=1.Cl.CN(C)CCCN=C=NCC, predict the reaction product. The product is: [CH3:1][O:2][C:3]([NH:5][CH2:6][CH2:7][CH2:8][CH2:9][C:10]([O:12][CH2:31][C@H:29]1[O:28][N:27]=[C:26]([C:23]2[CH:24]=[CH:25][C:20]([C:19]3[CH:18]=[CH:17][C:16]([N:33]4[CH2:37][C@H:36]([CH2:38][N:39]5[CH:43]=[CH:42][N:41]=[N:40]5)[O:35][C:34]4=[O:44])=[CH:15][C:14]=3[F:13])=[CH:21][N:22]=2)[CH2:30]1)=[O:11])=[O:4]. (2) The product is: [NH2:1][C:2]1[C:3]([Br:19])=[C:4]2[C:9](=[CH:10][CH:11]=1)[CH2:8][N:7]([C:12]([O:14][C:15]([CH3:18])([CH3:17])[CH3:16])=[O:13])[CH2:6][CH2:5]2. Given the reactants [NH2:1][C:2]1[CH:3]=[C:4]2[C:9](=[CH:10][CH:11]=1)[CH2:8][N:7]([C:12]([O:14][C:15]([CH3:18])([CH3:17])[CH3:16])=[O:13])[CH2:6][CH2:5]2.[Br:19]N1C(=O)CCC1=O, predict the reaction product. (3) Given the reactants [Br:1][C:2]1[CH:30]=[CH:29][C:5]([CH2:6][C@@:7]23[CH2:14][C@H:13]([O:15]C(=O)C)[CH2:12][N:11]2[C:10](=[O:19])[N:9]([C:20]2[CH:25]=[C:24]([Cl:26])[CH:23]=[C:22]([Cl:27])[CH:21]=2)[C:8]3=[O:28])=[CH:4][CH:3]=1.O, predict the reaction product. The product is: [Br:1][C:2]1[CH:3]=[CH:4][C:5]([CH2:6][C@@:7]23[CH2:14][C@H:13]([OH:15])[CH2:12][N:11]2[C:10](=[O:19])[N:9]([C:20]2[CH:21]=[C:22]([Cl:27])[CH:23]=[C:24]([Cl:26])[CH:25]=2)[C:8]3=[O:28])=[CH:29][CH:30]=1.